This data is from Reaction yield outcomes from USPTO patents with 853,638 reactions. The task is: Predict the reaction yield, written as a fraction of the theoretical maximum amount of product (1.0 means a 100% yield; for example, 0.34 means a 34% yield). (1) The reactants are [C:1]1([CH2:6][CH2:7][CH2:8][C:9](=[O:11])[CH3:10])[CH2:5][CH2:4][CH2:3][CH:2]=1.[CH3:12][Mg]Br.Cl. The catalyst is C(OCC)C. The product is [C:1]1([CH2:6][CH2:7][CH2:8][C:9]([CH3:12])([OH:11])[CH3:10])[CH2:5][CH2:4][CH2:3][CH:2]=1. The yield is 0.110. (2) The reactants are [F-].C([N+](CCCC)(CCCC)CCCC)CCC.[CH3:19][N:20]([CH3:46])[CH:21]1[C:30]2[CH2:29][O:28][C:27]([CH:31]=[O:32])=[CH:26][C:25]3=[CH:33][N:34]([Si](C(C)C)(C(C)C)C(C)C)[CH:35]=[C:23]([C:24]=23)[CH2:22]1. The catalyst is O1CCCC1.O.C(OCC)(=O)C. The product is [CH3:19][N:20]([CH3:46])[CH:21]1[C:30]2[CH2:29][O:28][C:27]([CH:31]=[O:32])=[CH:26][C:25]3=[CH:33][NH:34][CH:35]=[C:23]([C:24]=23)[CH2:22]1. The yield is 0.880. (3) The reactants are [CH2:1]([N:8]1[C:17]2[C:12](=[CH:13][C:14]([C:18]([F:21])([F:20])[F:19])=[CH:15][CH:16]=2)[CH2:11][CH:10]([NH:22]C(=O)OCC2C=CC=CC=2)[CH2:9]1)[C:2]1[CH:7]=[CH:6][CH:5]=[CH:4][CH:3]=1. The catalyst is [Pd].CO.C1COCC1. The product is [CH2:1]([N:8]1[C:17]2[C:12](=[CH:13][C:14]([C:18]([F:21])([F:19])[F:20])=[CH:15][CH:16]=2)[CH2:11][CH:10]([NH2:22])[CH2:9]1)[C:2]1[CH:3]=[CH:4][CH:5]=[CH:6][CH:7]=1. The yield is 0.900. (4) The reactants are [CH3:1][C:2]([C:6]1[CH:17]=[CH:16][C:9]2[C:10](=[O:15])[NH:11][CH2:12][CH2:13][O:14][C:8]=2[CH:7]=1)([CH3:5])[CH:3]=[O:4].Br[C:19]1[CH:26]=[CH:25][CH:24]=[C:23]([Cl:27])[C:20]=1[CH:21]=[O:22].C([O-])([O-])=O.[Cs+].[Cs+].CC1(C)C2C(=C(P(C3C=CC=CC=3)C3C=CC=CC=3)C=CC=2)OC2C(P(C3C=CC=CC=3)C3C=CC=CC=3)=CC=CC1=2. The catalyst is O1CCOCC1.CCOC(C)=O.C1C=CC(/C=C/C(/C=C/C2C=CC=CC=2)=O)=CC=1.C1C=CC(/C=C/C(/C=C/C2C=CC=CC=2)=O)=CC=1.[Pd]. The product is [Cl:27][C:23]1[CH:24]=[CH:25][CH:26]=[C:19]([N:11]2[C:10](=[O:15])[C:9]3[CH:16]=[CH:17][C:6]([C:2]([CH3:1])([CH3:5])[CH:3]=[O:4])=[CH:7][C:8]=3[O:14][CH2:13][CH2:12]2)[C:20]=1[CH:21]=[O:22]. The yield is 0.564. (5) The reactants are [CH2:1]([O:8][C:9]1[CH:10]=[C:11](Br)[CH:12]=[CH:13][CH:14]=1)[C:2]1[CH:7]=[CH:6][CH:5]=[CH:4][CH:3]=1.[CH2:16]([NH:20][CH2:21][CH2:22][CH2:23][CH2:24][OH:25])[CH2:17][CH2:18][CH3:19].C[Si](C)(C)[N-][Si](C)(C)C.[K+].O. The catalyst is O1CCOCC1.C(Cl)(Cl)Cl. The product is [CH2:1]([O:8][C:9]1[CH:10]=[C:11]([CH2:19][CH2:18][CH2:17][CH2:16][NH:20][CH2:21][CH2:22][CH2:23][CH2:24][OH:25])[CH:12]=[CH:13][CH:14]=1)[C:2]1[CH:7]=[CH:6][CH:5]=[CH:4][CH:3]=1. The yield is 0.344. (6) The reactants are [CH3:1][O:2][C:3](=[O:22])[C:4]1[CH:9]=[CH:8][C:7]([S:10][C:11]2[CH:16]=[CH:15][C:14]([O:17][CH3:18])=[CH:13][CH:12]=2)=[C:6]([N+:19]([O-])=O)[CH:5]=1.[Cl-].[NH4+].CO.O1CCCC1. The catalyst is [Fe].O. The product is [CH3:1][O:2][C:3](=[O:22])[C:4]1[CH:9]=[CH:8][C:7]([S:10][C:11]2[CH:16]=[CH:15][C:14]([O:17][CH3:18])=[CH:13][CH:12]=2)=[C:6]([NH2:19])[CH:5]=1. The yield is 0.900.